This data is from NCI-60 drug combinations with 297,098 pairs across 59 cell lines. The task is: Regression. Given two drug SMILES strings and cell line genomic features, predict the synergy score measuring deviation from expected non-interaction effect. (1) Drug 1: COC1=NC(=NC2=C1N=CN2C3C(C(C(O3)CO)O)O)N. Drug 2: CC1=C(C(=CC=C1)Cl)NC(=O)C2=CN=C(S2)NC3=CC(=NC(=N3)C)N4CCN(CC4)CCO. Cell line: SK-MEL-5. Synergy scores: CSS=0.960, Synergy_ZIP=0.714, Synergy_Bliss=0.994, Synergy_Loewe=-3.64, Synergy_HSA=-2.16. (2) Drug 1: C1C(C(OC1N2C=NC3=C2NC=NCC3O)CO)O. Drug 2: C1C(C(OC1N2C=NC(=NC2=O)N)CO)O. Cell line: A549. Synergy scores: CSS=1.97, Synergy_ZIP=-0.201, Synergy_Bliss=0.896, Synergy_Loewe=-1.85, Synergy_HSA=-0.687. (3) Drug 1: C1=NC2=C(N1)C(=S)N=C(N2)N. Drug 2: CC(C)NC(=O)C1=CC=C(C=C1)CNNC.Cl. Cell line: MOLT-4. Synergy scores: CSS=41.1, Synergy_ZIP=-4.99, Synergy_Bliss=-6.96, Synergy_Loewe=-24.4, Synergy_HSA=-7.07. (4) Drug 1: CNC(=O)C1=NC=CC(=C1)OC2=CC=C(C=C2)NC(=O)NC3=CC(=C(C=C3)Cl)C(F)(F)F. Drug 2: CC1CCCC2(C(O2)CC(NC(=O)CC(C(C(=O)C(C1O)C)(C)C)O)C(=CC3=CSC(=N3)C)C)C. Cell line: T-47D. Synergy scores: CSS=47.4, Synergy_ZIP=5.97, Synergy_Bliss=6.70, Synergy_Loewe=3.02, Synergy_HSA=8.08.